From a dataset of Reaction yield outcomes from USPTO patents with 853,638 reactions. Predict the reaction yield, written as a fraction of the theoretical maximum amount of product (1.0 means a 100% yield; for example, 0.34 means a 34% yield). (1) The reactants are [CH3:1][S:2][C:3]1[CH:10]=[CH:9][C:6]([C:7]#[N:8])=[CH:5][CH:4]=1.P([S-])(OCC)(OCC)=[S:12].O. The catalyst is Cl.C(OCC)(=O)C. The product is [CH3:1][S:2][C:3]1[CH:10]=[CH:9][C:6]([C:7]([NH2:8])=[S:12])=[CH:5][CH:4]=1. The yield is 0.670. (2) The product is [C:1]([O:5][C:6]([NH:8][CH2:9][CH2:10][CH2:11][O:12][C:13]1[CH:14]=[CH:15][C:16]([N+:23]([O-:25])=[O:24])=[C:17]([C:19](=[O:22])[CH:20]=[CH2:21])[CH:18]=1)=[O:7])([CH3:2])([CH3:3])[CH3:4]. The reactants are [C:1]([O:5][C:6]([NH:8][CH2:9][CH2:10][CH2:11][O:12][C:13]1[CH:14]=[CH:15][C:16]([N+:23]([O-:25])=[O:24])=[C:17]([CH:19]([OH:22])[CH:20]=[CH2:21])[CH:18]=1)=[O:7])([CH3:4])([CH3:3])[CH3:2]. The catalyst is C(Cl)(Cl)Cl.[O-2].[O-2].[Mn+4]. The yield is 0.630.